From a dataset of Forward reaction prediction with 1.9M reactions from USPTO patents (1976-2016). Predict the product of the given reaction. (1) Given the reactants [OH:1][C:2]1[CH:7]=[CH:6][C:5]([C:8]([C:10]2[C:11]([C:16]([F:19])([F:18])[F:17])=[N:12][CH:13]=[CH:14][CH:15]=2)=[O:9])=[CH:4][C:3]=1[O:20][CH3:21].[N+:22]([O-])([OH:24])=[O:23], predict the reaction product. The product is: [OH:1][C:2]1[C:7]([N+:22]([O-:24])=[O:23])=[CH:6][C:5]([C:8]([C:10]2[C:11]([C:16]([F:17])([F:18])[F:19])=[N:12][CH:13]=[CH:14][CH:15]=2)=[O:9])=[CH:4][C:3]=1[O:20][CH3:21]. (2) The product is: [CH3:1][C:2]1([CH3:14])[CH2:5][C:4]([C:9]2[S:10][CH:11]=[CH:12][CH:13]=2)([C:6]([NH:21][NH2:22])=[O:7])[CH2:3]1. Given the reactants [CH3:1][C:2]1([CH3:14])[CH2:5][C:4]([C:9]2[S:10][CH:11]=[CH:12][CH:13]=2)([C:6](O)=[O:7])[CH2:3]1.C1C=C2[N:21]=[N:22]N(O)C2=CC=1.O.O.NN, predict the reaction product.